Predict which catalyst facilitates the given reaction. From a dataset of Catalyst prediction with 721,799 reactions and 888 catalyst types from USPTO. (1) Reactant: [C:1]12([CH2:11][NH:12][C:13](=O)[CH2:14][C:15](=[O:20])[CH2:16][CH:17]([CH3:19])[CH3:18])[CH2:10][CH:5]3[CH2:6][CH:7]([CH2:9][CH:3]([CH2:4]3)[CH2:2]1)[CH2:8]2.[H-].[H-].[H-].[H-].[Li+].[Al+3].O.[OH-].[Na+]. Product: [C:1]12([CH2:11][NH:12][CH2:13][CH2:14][CH:15]([OH:20])[CH2:16][CH:17]([CH3:18])[CH3:19])[CH2:10][CH:5]3[CH2:6][CH:7]([CH2:9][CH:3]([CH2:4]3)[CH2:2]1)[CH2:8]2. The catalyst class is: 1. (2) Reactant: [NH2:1][C:2](=[N:38][OH:39])[CH2:3][O:4][NH:5][C:6]([CH:8]1[C:17]2[C:12](=[CH:13][CH:14]=[CH:15][CH:16]=2)[C:11](=[O:18])[N:10]([CH:19]2[CH2:24][CH2:23][CH2:22][CH2:21][CH:20]2[NH:25][S:26]([CH3:29])(=[O:28])=[O:27])[CH:9]1[C:30]1[CH:35]=[CH:34][C:33]([Cl:36])=[CH:32][C:31]=1[Cl:37])=[O:7].N1C=CC=CC=1.Cl[C:47](=O)[C:48]([O:50][CH3:51])=[O:49]. Product: [Cl:37][C:31]1[CH:32]=[C:33]([Cl:36])[CH:34]=[CH:35][C:30]=1[CH:9]1[CH:8]([C:6]([NH:5][O:4][CH2:3][C:2]2[N:1]=[C:47]([C:48]([O:50][CH3:51])=[O:49])[O:39][N:38]=2)=[O:7])[C:17]2[C:12](=[CH:13][CH:14]=[CH:15][CH:16]=2)[C:11](=[O:18])[N:10]1[CH:19]1[CH2:24][CH2:23][CH2:22][CH2:21][CH:20]1[NH:25][S:26]([CH3:29])(=[O:27])=[O:28]. The catalyst class is: 68.